This data is from Catalyst prediction with 721,799 reactions and 888 catalyst types from USPTO. The task is: Predict which catalyst facilitates the given reaction. Reactant: [NH2:1][C:2]1[CH:11]=[C:10]2[C:5]([CH2:6][CH2:7][NH:8][C:9]2=[O:12])=[CH:4][CH:3]=1.[N:13]([O-])=O.[Na+].Cl[Sn]Cl. Product: [NH:1]([C:2]1[CH:11]=[C:10]2[C:5]([CH2:6][CH2:7][NH:8][C:9]2=[O:12])=[CH:4][CH:3]=1)[NH2:13]. The catalyst class is: 126.